Task: Predict the reaction yield, written as a fraction of the theoretical maximum amount of product (1.0 means a 100% yield; for example, 0.34 means a 34% yield).. Dataset: Reaction yield outcomes from USPTO patents with 853,638 reactions (1) The reactants are [NH2:1][C:2]1[C:3]([C:9]#[N:10])=[N:4][C:5](Br)=[CH:6][N:7]=1.[Cl:11][C:12]1[CH:17]=[CH:16][C:15](B(O)O)=[C:14]([F:21])[CH:13]=1.C([O-])([O-])=O.[Na+].[Na+].C(Cl)Cl. The catalyst is O1CCOCC1. The product is [NH2:1][C:2]1[C:3]([C:9]#[N:10])=[N:4][C:5]([C:15]2[CH:16]=[CH:17][C:12]([Cl:11])=[CH:13][C:14]=2[F:21])=[CH:6][N:7]=1. The yield is 0.840. (2) The reactants are [CH2:1]([N:3]([S:16]([C:19]1[S:20][CH:21]=[CH:22][CH:23]=1)(=[O:18])=[O:17])[C:4]1[CH:5]=[CH:6][CH:7]=[C:8]2[C:12]=1[NH:11][C:10]([C:13](=[S:15])[NH2:14])=[CH:9]2)[CH3:2].Br[CH:25]([CH:28]=O)[CH:26]=[O:27].CN(C)C(=O)C.[BH4-].[Na+]. The catalyst is O1CCCC1.CO.O. The product is [CH2:1]([N:3]([C:4]1[CH:5]=[CH:6][CH:7]=[C:8]2[C:12]=1[NH:11][C:10]([C:13]1[S:15][C:25]([CH2:26][OH:27])=[CH:28][N:14]=1)=[CH:9]2)[S:16]([C:19]1[S:20][CH:21]=[CH:22][CH:23]=1)(=[O:17])=[O:18])[CH3:2]. The yield is 0.170. (3) The reactants are [C:1]([O:5][C:6]([N:8]1[CH2:13][CH2:12][CH2:11][CH:10]([C:14]([OH:16])=O)[CH2:9]1)=[O:7])([CH3:4])([CH3:3])[CH3:2].C(Cl)(=O)C(Cl)=O.Cl.[NH2:24][CH:25]([C:31](=[O:45])[C:32]1[CH:37]=[CH:36][C:35]([O:38][C:39]2[CH:44]=[CH:43][CH:42]=[CH:41][CH:40]=2)=[CH:34][CH:33]=1)[C:26]([O:28][CH2:29][CH3:30])=[O:27]. The catalyst is C(Cl)Cl.CN(C=O)C. The product is [CH2:29]([O:28][C:26](=[O:27])[CH:25]([NH:24][C:14]([CH:10]1[CH2:11][CH2:12][CH2:13][N:8]([C:6]([O:5][C:1]([CH3:2])([CH3:3])[CH3:4])=[O:7])[CH2:9]1)=[O:16])[C:31](=[O:45])[C:32]1[CH:37]=[CH:36][C:35]([O:38][C:39]2[CH:44]=[CH:43][CH:42]=[CH:41][CH:40]=2)=[CH:34][CH:33]=1)[CH3:30]. The yield is 0.140. (4) The reactants are C(#N)C.[CH2:4]([N:6]([CH2:43][CH3:44])[CH2:7][CH2:8][CH2:9][NH:10][C:11]1[N:12]=[C:13]([C:30]2[CH:31]=[C:32]([CH:39]=[CH:40][C:41]=2[CH3:42])[C:33]([NH:35][CH2:36][CH2:37][CH3:38])=[O:34])[C:14]2[CH2:19][NH:18][C:17](=[O:20])[N:16]([C:21]3[C:26]([F:27])=[CH:25][CH:24]=[CH:23][C:22]=3[F:28])[C:15]=2[N:29]=1)[CH3:5].[CH2:45]([S:51]([OH:54])(=[O:53])=[O:52])[CH2:46][S:47]([OH:50])(=[O:49])=[O:48]. The catalyst is CO. The product is [OH2:20].[CH2:45]([S:51]([OH:54])(=[O:53])=[O:52])[CH2:46][S:47]([OH:50])(=[O:49])=[O:48].[CH2:43]([N:6]([CH2:4][CH3:5])[CH2:7][CH2:8][CH2:9][NH:10][C:11]1[N:12]=[C:13]([C:30]2[CH:31]=[C:32]([CH:39]=[CH:40][C:41]=2[CH3:42])[C:33]([NH:35][CH2:36][CH2:37][CH3:38])=[O:34])[C:14]2[CH2:19][NH:18][C:17](=[O:20])[N:16]([C:21]3[C:22]([F:28])=[CH:23][CH:24]=[CH:25][C:26]=3[F:27])[C:15]=2[N:29]=1)[CH3:44]. The yield is 0.620. (5) The reactants are [CH3:1][O:2][C:3]1[CH:4]=[C:5]2[C:10](=[CH:11][C:12]=1[O:13][CH3:14])[N:9]=[CH:8][CH:7]=[C:6]2[O:15][C:16]1[CH:21]=[CH:20][C:19]([NH:22][C:23](=O)[CH2:24][O:25][C:26]2[CH:31]=[CH:30][CH:29]=[C:28]([CH3:32])[CH:27]=2)=[CH:18][C:17]=1[CH3:34].Cl.[OH-].[Na+]. The catalyst is O1CCCC1. The product is [CH3:1][O:2][C:3]1[CH:4]=[C:5]2[C:10](=[CH:11][C:12]=1[O:13][CH3:14])[N:9]=[CH:8][CH:7]=[C:6]2[O:15][C:16]1[CH:21]=[CH:20][C:19]([NH:22][CH2:23][CH2:24][O:25][C:26]2[CH:31]=[CH:30][CH:29]=[C:28]([CH3:32])[CH:27]=2)=[CH:18][C:17]=1[CH3:34]. The yield is 0.800. (6) The reactants are [NH2:1][C:2]1[CH:3]=[C:4]([CH2:11][N:12]2[CH2:17][CH2:16][N:15](C(OC(C)(C)C)=O)[CH:14]([CH3:25])[CH2:13]2)[C:5]2[O:9][CH:8]=[CH:7][C:6]=2[CH:10]=1.N1C=CC=CC=1.CO[C:34]1[C:39]([CH3:40])=[CH:38][C:37]([S:41]([Cl:44])(=[O:43])=[O:42])=[CH:36][CH:35]=1.[ClH:45].C[CH2:47][O:48]CC. The catalyst is C(Cl)Cl.C1COCC1.CO. The product is [ClH:44].[ClH:45].[CH3:47][O:48][C:36]1[CH:35]=[CH:34][C:39]([CH3:40])=[CH:38][C:37]=1[S:41]([NH:1][C:2]1[CH:3]=[C:4]([CH2:11][N:12]2[CH2:17][CH2:16][NH:15][CH:14]([CH3:25])[CH2:13]2)[C:5]2[O:9][CH:8]=[CH:7][C:6]=2[CH:10]=1)(=[O:42])=[O:43]. The yield is 0.290. (7) The reactants are Br[C:2]1[CH:23]=[CH:22][C:5]([C:6]([NH:8][S:9]([C:12]2[CH:17]=[CH:16][CH:15]=[CH:14][C:13]=2[S:18](=[O:21])(=[O:20])[NH2:19])(=[O:11])=[O:10])=[O:7])=[CH:4][C:3]=1[C:24]#[N:25].[CH3:26][C:27]([CH3:31])([CH3:30])[C:28]#[CH:29].C(NC(C)C)(C)C. The catalyst is CN(C)C=O.[Cu]I.Cl[Pd](Cl)([P](C1C=CC=CC=1)(C1C=CC=CC=1)C1C=CC=CC=1)[P](C1C=CC=CC=1)(C1C=CC=CC=1)C1C=CC=CC=1. The product is [C:24]([C:3]1[CH:4]=[C:5]([CH:22]=[CH:23][C:2]=1[C:29]#[C:28][C:27]([CH3:31])([CH3:30])[CH3:26])[C:6]([NH:8][S:9]([C:12]1[CH:17]=[CH:16][CH:15]=[CH:14][C:13]=1[S:18](=[O:21])(=[O:20])[NH2:19])(=[O:11])=[O:10])=[O:7])#[N:25]. The yield is 0.180. (8) The reactants are C(O[C:4]([C:6]1[S:7][C:8]([C:18]2[CH:23]=[CH:22][C:21]([Cl:24])=[CH:20][CH:19]=2)=[C:9]([C:11]2[CH:16]=[CH:15][C:14]([Cl:17])=[CH:13][CH:12]=2)[N:10]=1)=[O:5])C.CO.[CH2:27]([O:29][CH2:30][CH2:31][NH2:32])[CH3:28]. The catalyst is C(Cl)Cl. The product is [CH2:27]([O:29][CH2:30][CH2:31][NH:32][C:4]([C:6]1[S:7][C:8]([C:18]2[CH:19]=[CH:20][C:21]([Cl:24])=[CH:22][CH:23]=2)=[C:9]([C:11]2[CH:16]=[CH:15][C:14]([Cl:17])=[CH:13][CH:12]=2)[N:10]=1)=[O:5])[CH3:28]. The yield is 0.630. (9) The reactants are [NH2:1][C:2]1[C:7]2[C:8]([C:11]3[CH:16]=[CH:15][C:14]([NH:17][C:18]([C:20]4[N:21]([CH3:29])[C:22]5[C:27]([CH:28]=4)=[CH:26][CH:25]=[CH:24][CH:23]=5)=[O:19])=[C:13]([O:30][CH3:31])[CH:12]=3)=[CH:9][S:10][C:6]=2[C:5](/[CH:32]=[CH:33]/[CH2:34][CH2:35][O:36]C2CCCCO2)=[CH:4][N:3]=1.O.C1(C)C=CC(S(O)(=O)=O)=CC=1. The catalyst is CO. The product is [NH2:1][C:2]1[C:7]2[C:8]([C:11]3[CH:16]=[CH:15][C:14]([NH:17][C:18]([C:20]4[N:21]([CH3:29])[C:22]5[C:27]([CH:28]=4)=[CH:26][CH:25]=[CH:24][CH:23]=5)=[O:19])=[C:13]([O:30][CH3:31])[CH:12]=3)=[CH:9][S:10][C:6]=2[C:5](/[CH:32]=[CH:33]/[CH2:34][CH2:35][OH:36])=[CH:4][N:3]=1. The yield is 0.770.